This data is from M1 muscarinic receptor agonist screen with 61,833 compounds. The task is: Binary Classification. Given a drug SMILES string, predict its activity (active/inactive) in a high-throughput screening assay against a specified biological target. The drug is s1c2c(nc1NC(=O)CSC=1SCCN1)ccc(OC)c2. The result is 0 (inactive).